This data is from Experimentally validated miRNA-target interactions with 360,000+ pairs, plus equal number of negative samples. The task is: Binary Classification. Given a miRNA mature sequence and a target amino acid sequence, predict their likelihood of interaction. (1) The miRNA is mmu-miR-669d-5p with sequence ACUUGUGUGUGCAUGUAUAUGU. The protein sequence of the target gene is MAEAPASPVPLSPLEVELDPEFEPQSRPRSCTWPLQRPELQASPAKPSGETAADSMIPEEDDDEDDEDGGGRASSAMVIGGGVSSTLGSGLLLEDSAMLLAPGGQDLGSGPASAAGALSGGTPTQLQPQQPLPQPQPGAAGGSGQPRKCSSRRNAWGNLSYADLITRAIESSPDKRLTLSQIYEWMVRCVPYFKDKGDSNSSAGWKNSIRHNLSLHSRFMRVQNEGTGKSSWWIINPDGGKSGKAPRRRAVSMDNSNKYTKSRGRAAKKKAALQAAPESADDSPSQLSKWPGSPTSRSSD.... Result: 0 (no interaction). (2) Result: 0 (no interaction). The miRNA is mmu-miR-1892 with sequence AUUUGGGGACGGGAGGGAGGAU. The protein sequence of the target gene is MPLYEGLGSGGEKTAVVIDLGEAFTKCGFAGETGPRCIIPSVIKRAGMPKPVRVVQYNINTEELYSYLKEFIHILYFRHLLVNPRDRRVVIIESVLCPSHFRETLTRVLFKYFEVPSVLLAPSHLMALLTLGINSAMVLDCGYRESLVLPIYEGIPVLNCWGALPLGGKALHKELETQLLEQCTVDTSVAKEQSLPSVMGSVPEGVLEDIKARTCFVSDLKRGLKIQAAKFNIDGNNERPSPPPNVDYPLDGEKILHILGSIRDSVVEILFEQDNEEQSVATLILDSLIQCPIDTRKQLA....